This data is from Blood-brain barrier penetration binary classification data from Martins et al.. The task is: Regression/Classification. Given a drug SMILES string, predict its absorption, distribution, metabolism, or excretion properties. Task type varies by dataset: regression for continuous measurements (e.g., permeability, clearance, half-life) or binary classification for categorical outcomes (e.g., BBB penetration, CYP inhibition). Dataset: bbb_martins. (1) The molecule is CCOC(=O)C1=C(C)NC(C)=C(C(=O)OC)C1c1cccc([N+](=O)[O-])c1. The result is 0 (does not penetrate BBB). (2) The molecule is O=C1CN(C(=O)CN2CC(c3ccc(Cl)cc3)CC2=O)CCN1. The result is 1 (penetrates BBB). (3) The compound is ClC(Cl)Cl. The result is 1 (penetrates BBB). (4) The result is 0 (does not penetrate BBB). The drug is CC1(C)S[C@@H]2[C@H](NC(=O)[C@H](N)c3ccccc3)C(=O)N2[C@H]1C(=O)O. (5) The drug is CCCC(C)(O)C1CC23C=CC1(OC)C1Oc4c(O)ccc5c4C12CCN(C)C3C5. The result is 1 (penetrates BBB). (6) The molecule is CC1(C)O[C@@H]2C[C@H]3C4CCC5=CC(=O)C=CC5(C)[C@H]4C(O)CC3(C)[C@]2(C(=O)CO)O1. The result is 1 (penetrates BBB). (7) The compound is CCCCOCC(CN1C(=O)NC(=O)C(CC)(c2ccccc2)C1=O)OC(N)=O. The result is 1 (penetrates BBB).